Task: Predict the product of the given reaction.. Dataset: Forward reaction prediction with 1.9M reactions from USPTO patents (1976-2016) (1) Given the reactants C(OC([NH:8][C:9]1[CH:17]=[N:16][CH:15]=[CH:14][C:10]=1[C:11]([OH:13])=[O:12])=O)(C)(C)C.Cl, predict the reaction product. The product is: [NH2:8][C:9]1[CH:17]=[N:16][CH:15]=[CH:14][C:10]=1[C:11]([OH:13])=[O:12]. (2) Given the reactants [CH2:1]([O:3][C:4]1[CH:14]=[CH:13][CH:12]=[C:11]([CH2:15][CH2:16][CH2:17][CH2:18][CH2:19][CH2:20][CH2:21][CH2:22][CH2:23][CH2:24][CH2:25][CH2:26][CH2:27][CH2:28][CH3:29])[C:5]=1[C:6](OCC)=[O:7])[CH3:2].[H-].[Al+3].[Li+].[H-].[H-].[H-].C(OC(=O)C)C.Cl, predict the reaction product. The product is: [CH2:1]([O:3][C:4]1[CH:14]=[CH:13][CH:12]=[C:11]([CH2:15][CH2:16][CH2:17][CH2:18][CH2:19][CH2:20][CH2:21][CH2:22][CH2:23][CH2:24][CH2:25][CH2:26][CH2:27][CH2:28][CH3:29])[C:5]=1[CH2:6][OH:7])[CH3:2]. (3) Given the reactants [CH3:1][C:2]1[NH:3][C:4]2[C:9]([C:10]=1[CH3:11])=[CH:8][C:7]([O:12][C:13]1[C:22]3[C:17](=[CH:18][C:19]([OH:25])=[C:20]([O:23][CH3:24])[CH:21]=3)[N:16]=[CH:15][N:14]=1)=[CH:6][CH:5]=2.[N:26]1[CH:31]=[CH:30][C:29]([O:32][CH2:33][CH2:34]O)=[CH:28][CH:27]=1, predict the reaction product. The product is: [CH3:1][C:2]1[NH:3][C:4]2[C:9]([C:10]=1[CH3:11])=[CH:8][C:7]([O:12][C:13]1[C:22]3[C:17](=[CH:18][C:19]([O:25][CH2:34][CH2:33][O:32][C:29]4[CH:30]=[CH:31][N:26]=[CH:27][CH:28]=4)=[C:20]([O:23][CH3:24])[CH:21]=3)[N:16]=[CH:15][N:14]=1)=[CH:6][CH:5]=2. (4) Given the reactants [CH2:1]([C:3]1[C:7]([CH2:8][C:9]2[CH:17]=[C:16]([CH3:18])[C:15]([O:19]C)=[C:14]3[C:10]=2[CH2:11][CH2:12][CH2:13]3)=[C:6]([CH2:21][CH3:22])[N:5]([CH2:23][C:24]([OH:26])=[O:25])[N:4]=1)[CH3:2].B(Br)(Br)Br.O, predict the reaction product. The product is: [CH2:1]([C:3]1[C:7]([CH2:8][C:9]2[CH:17]=[C:16]([CH3:18])[C:15]([OH:19])=[C:14]3[C:10]=2[CH2:11][CH2:12][CH2:13]3)=[C:6]([CH2:21][CH3:22])[N:5]([CH2:23][C:24]([OH:26])=[O:25])[N:4]=1)[CH3:2].